Predict the reaction yield, written as a fraction of the theoretical maximum amount of product (1.0 means a 100% yield; for example, 0.34 means a 34% yield). From a dataset of Reaction yield outcomes from USPTO patents with 853,638 reactions. (1) The reactants are [F:1][C:2]1[CH:7]=[CH:6][C:5]([S:8]([NH:11][C@@H:12]([CH:17]([OH:19])[CH3:18])[C:13]([O:15][CH3:16])=[O:14])(=[O:10])=[O:9])=[CH:4][CH:3]=1.C([O-])([O-])=O.[K+].[K+].[CH2:26](I)[CH3:27]. The catalyst is CN(C=O)C.C(OCC)(=O)C. The product is [CH2:26]([N:11]([S:8]([C:5]1[CH:4]=[CH:3][C:2]([F:1])=[CH:7][CH:6]=1)(=[O:9])=[O:10])[C@@H:12]([CH:17]([OH:19])[CH3:18])[C:13]([O:15][CH3:16])=[O:14])[CH3:27]. The yield is 0.930. (2) The reactants are [Cl:1][C:2]1[C:8]([C:9]([F:12])([F:11])[F:10])=[CH:7][C:5]([NH2:6])=[CH:4][CH:3]=1.[C:13](N1C=CN=C1)(N1C=CN=C1)=[O:14].[NH2:25][C:26]1[CH:41]=[CH:40][C:29]([O:30][C:31]2[CH:36]=[CH:35][N:34]=[C:33]([C:37]([NH2:39])=[O:38])[CH:32]=2)=[CH:28][CH:27]=1.CCOC(C)=O. The catalyst is ClC(Cl)C.C1COCC1. The product is [Cl:1][C:2]1[CH:3]=[CH:4][C:5]([NH:6][C:13]([NH:25][C:26]2[CH:41]=[CH:40][C:29]([O:30][C:31]3[CH:36]=[CH:35][N:34]=[C:33]([C:37](=[O:38])[NH2:39])[CH:32]=3)=[CH:28][CH:27]=2)=[O:14])=[CH:7][C:8]=1[C:9]([F:10])([F:11])[F:12]. The yield is 0.820. (3) The reactants are [O:1]1[C:5]2[CH:6]=[CH:7][CH:8]=[CH:9][C:4]=2[C:3](=[O:10])[CH2:2]1.[Br-:11].[Br-].[Br-].C[N+](C)(C)C1C=CC=CC=1.C[N+](C1C=CC=CC=1)(C)C.C[N+](C1C=CC=CC=1)(C)C.C([O-])(O)=O.[Na+].O. The catalyst is C1COCC1. The product is [Br:11][CH:2]1[C:3](=[O:10])[C:4]2[CH:9]=[CH:8][CH:7]=[CH:6][C:5]=2[O:1]1. The yield is 0.630. (4) The reactants are [Cl:1][C:2]1[C:6]([Cl:7])=[C:5]([CH3:8])[NH:4][C:3]=1[C:9]([NH:11][C@@H:12]1[CH2:17][CH2:16][N:15](C(OCC)=O)[CH2:14][C@@H:13]1[O:23][CH2:24][CH3:25])=[O:10].[OH-].[K+].O.NN.O. The catalyst is C(O)CO. The product is [Cl:1][C:2]1[C:6]([Cl:7])=[C:5]([CH3:8])[NH:4][C:3]=1[C:9]([NH:11][C@@H:12]1[CH2:17][CH2:16][NH:15][CH2:14][C@@H:13]1[O:23][CH2:24][CH3:25])=[O:10]. The yield is 0.650. (5) The reactants are [NH2:1][C:2]1[NH:6][N:5]=[C:4]([CH3:7])[C:3]=1[C:8]1[S:9][C:10]2[CH:16]=[C:15]([S:17](Cl)(=[O:19])=[O:18])[CH:14]=[CH:13][C:11]=2[N:12]=1.[CH2:21]([NH2:28])[C:22]1[CH:27]=[CH:26][CH:25]=[CH:24][CH:23]=1.CN1CCOCC1. The catalyst is CO. The product is [CH2:21]([NH:28][S:17]([C:15]1[CH:14]=[CH:13][C:11]2[N:12]=[C:8]([C:3]3[C:4]([CH3:7])=[N:5][NH:6][C:2]=3[NH2:1])[S:9][C:10]=2[CH:16]=1)(=[O:19])=[O:18])[C:22]1[CH:27]=[CH:26][CH:25]=[CH:24][CH:23]=1. The yield is 0.130.